This data is from Forward reaction prediction with 1.9M reactions from USPTO patents (1976-2016). The task is: Predict the product of the given reaction. Given the reactants [F:1][C:2]1[C:7]([F:8])=[CH:6][CH:5]=[CH:4][C:3]=1[C:9]1[N:17]=[C:12]2[CH:13]=[N:14][NH:15][CH:16]=[C:11]2[N:10]=1.Cl[CH2:19][C:20]1[CH:25]=[CH:24][C:23]([C:26]2[CH:27]=[CH:28][S:29][CH:30]=2)=[CH:22][CH:21]=1, predict the reaction product. The product is: [F:1][C:2]1[C:7]([F:8])=[CH:6][CH:5]=[CH:4][C:3]=1[C:9]1[N:17]=[C:12]2[CH:13]=[N:14][N:15]([CH2:19][C:20]3[CH:21]=[CH:22][C:23]([C:26]4[CH:27]=[CH:28][S:29][CH:30]=4)=[CH:24][CH:25]=3)[CH:16]=[C:11]2[N:10]=1.